From a dataset of Full USPTO retrosynthesis dataset with 1.9M reactions from patents (1976-2016). Predict the reactants needed to synthesize the given product. (1) Given the product [Cl:22][C:19]1[CH:20]=[CH:21][C:16]([C:14]2[S:15][C:11]([C:9]([NH:8][CH2:7][CH:3]3[O:4][CH2:5][CH2:6][N:1]([C:34]4[CH:35]=[CH:36][CH:37]=[CH:25][C:26]=4[C:27]([O:29][C:30]([CH3:33])([CH3:32])[CH3:31])=[O:28])[CH2:2]3)=[O:10])=[C:12]([CH3:23])[N:13]=2)=[CH:17][CH:18]=1, predict the reactants needed to synthesize it. The reactants are: [NH:1]1[CH2:6][CH2:5][O:4][CH:3]([CH2:7][NH:8][C:9]([C:11]2[S:15][C:14]([C:16]3[CH:21]=[CH:20][C:19]([Cl:22])=[CH:18][CH:17]=3)=[N:13][C:12]=2[CH3:23])=[O:10])[CH2:2]1.I[C:25]1[CH:37]=[CH:36][CH:35]=[CH:34][C:26]=1[C:27]([O:29][C:30]([CH3:33])([CH3:32])[CH3:31])=[O:28]. (2) Given the product [Cl:23][C:18]1[CH:19]=[CH:20][CH:21]=[CH:22][C:17]=1[C:13]1[CH:14]=[CH:15][CH:16]=[C:11]([N:9]2[CH:10]=[C:6]([C:4]([C:26]3[C:31]([CH3:32])=[CH:30][CH:29]=[CH:28][N:27]=3)=[O:5])[N:7]=[CH:8]2)[CH:12]=1, predict the reactants needed to synthesize it. The reactants are: CON(C)[C:4]([C:6]1[N:7]=[CH:8][N:9]([C:11]2[CH:12]=[C:13]([C:17]3[CH:22]=[CH:21][CH:20]=[CH:19][C:18]=3[Cl:23])[CH:14]=[CH:15][CH:16]=2)[CH:10]=1)=[O:5].Br[C:26]1[C:31]([CH3:32])=[CH:30][CH:29]=[CH:28][N:27]=1. (3) Given the product [O:30]=[S:2]1(=[O:1])[CH2:7][CH2:6][N:5]([C:8]([C:10]2[N:11]([C:36]3[CH:37]=[CH:38][C:33]([C:31]#[N:32])=[CH:34][CH:35]=3)[C:12]3[C:17]([CH:18]=2)=[CH:16][C:15]([C:19]([N:21]2[CH2:22][CH2:23][N:24]([CH:27]([CH3:28])[CH3:29])[CH2:25][CH2:26]2)=[O:20])=[CH:14][CH:13]=3)=[O:9])[CH2:4][CH2:3]1, predict the reactants needed to synthesize it. The reactants are: [O:1]=[S:2]1(=[O:30])[CH2:7][CH2:6][N:5]([C:8]([C:10]2[NH:11][C:12]3[C:17]([CH:18]=2)=[CH:16][C:15]([C:19]([N:21]2[CH2:26][CH2:25][N:24]([CH:27]([CH3:29])[CH3:28])[CH2:23][CH2:22]2)=[O:20])=[CH:14][CH:13]=3)=[O:9])[CH2:4][CH2:3]1.[C:31]([C:33]1[CH:38]=[CH:37][C:36](B(O)O)=[CH:35][CH:34]=1)#[N:32].N1C=CC=CC=1. (4) Given the product [F:1][C:2]1[CH:10]=[CH:9][C:8]2[N:7]([C:19]3[CH:28]=[CH:27][C:26]4[C:21](=[CH:22][CH:23]=[CH:24][CH:25]=4)[N:20]=3)[C:6]3[CH:11]4[CH2:12][CH2:13][N:14]([CH2:15][C:5]=3[C:4]=2[CH:3]=1)[CH2:16][CH2:17]4, predict the reactants needed to synthesize it. The reactants are: [F:1][C:2]1[CH:10]=[CH:9][C:8]2[NH:7][C:6]3[CH:11]4[CH2:17][CH2:16][N:14]([CH2:15][C:5]=3[C:4]=2[CH:3]=1)[CH2:13][CH2:12]4.Br[C:19]1[CH:28]=[CH:27][C:26]2[C:21](=[CH:22][CH:23]=[CH:24][CH:25]=2)[N:20]=1. (5) Given the product [Cl:27][C:28]1[CH:33]=[C:32]([C:2]2[CH:3]=[C:4]3[C:9](=[CH:10][CH:11]=2)[N:8]=[CH:7][C:6]([C:12](=[O:14])[CH3:13])=[C:5]3[NH:15][CH:16]2[CH2:21][CH2:20][CH:19]([N:22]([CH2:23][CH3:24])[CH2:25][CH3:26])[CH2:18][CH2:17]2)[CH:31]=[C:30]([O:43][CH3:44])[C:29]=1[OH:45], predict the reactants needed to synthesize it. The reactants are: Br[C:2]1[CH:3]=[C:4]2[C:9](=[CH:10][CH:11]=1)[N:8]=[CH:7][C:6]([C:12](=[O:14])[CH3:13])=[C:5]2[NH:15][CH:16]1[CH2:21][CH2:20][CH:19]([N:22]([CH2:25][CH3:26])[CH2:23][CH3:24])[CH2:18][CH2:17]1.[Cl:27][C:28]1[CH:33]=[C:32](B2OC(C)(C)C(C)(C)O2)[CH:31]=[C:30]([O:43][CH3:44])[C:29]=1[OH:45]. (6) Given the product [CH3:1][C:2]1([CH3:27])[C:10]2[C:5](=[CH:6][C:7]([N:11]3[C:15](=[O:16])[C:14]([CH3:17])([CH3:18])[N:13]([CH2:19][C:20]4[CH:25]=[CH:24][N:23]=[CH:22][CH:21]=4)[C:12]3=[O:26])=[CH:8][CH:9]=2)[N:4]([S:35]([C:30]2[CH:31]=[CH:32][CH:33]=[CH:34][N:29]=2)(=[O:37])=[O:36])[CH2:3]1, predict the reactants needed to synthesize it. The reactants are: [CH3:1][C:2]1([CH3:27])[C:10]2[C:5](=[CH:6][C:7]([N:11]3[C:15](=[O:16])[C:14]([CH3:18])([CH3:17])[N:13]([CH2:19][C:20]4[CH:25]=[CH:24][N:23]=[CH:22][CH:21]=4)[C:12]3=[O:26])=[CH:8][CH:9]=2)[NH:4][CH2:3]1.Cl.[N:29]1[CH:34]=[CH:33][CH:32]=[CH:31][C:30]=1[S:35](Cl)(=[O:37])=[O:36]. (7) Given the product [NH2:41][C:38]1[N:39]=[CH:40][C:35]([C:2]2[N:3]=[C:4]([N:21]3[CH2:26][CH2:25][O:24][CH2:23][CH2:22]3)[C:5]3[CH:10]=[C:9]([CH2:11][N:12]4[CH2:17][CH2:16][N:15]([CH2:18][CH2:19][OH:20])[CH2:14][CH2:13]4)[S:8][C:6]=3[N:7]=2)=[CH:36][N:37]=1, predict the reactants needed to synthesize it. The reactants are: Cl[C:2]1[N:3]=[C:4]([N:21]2[CH2:26][CH2:25][O:24][CH2:23][CH2:22]2)[C:5]2[CH:10]=[C:9]([CH2:11][N:12]3[CH2:17][CH2:16][N:15]([CH2:18][CH2:19][OH:20])[CH2:14][CH2:13]3)[S:8][C:6]=2[N:7]=1.CC1(C)C(C)(C)OB([C:35]2[CH:36]=[N:37][C:38]([NH2:41])=[N:39][CH:40]=2)O1. (8) Given the product [CH3:3][N:2]([CH2:4][C:5]1[C:6]2[CH:7]=[CH:8][CH:9]=[CH:10][C:11]=2[O:12][C:13]=1[C:14]([NH:16][CH2:17][CH2:18][O:19][C:20]1[CH:21]=[CH:22][C:23]([C:26]([NH:28][OH:29])=[O:27])=[CH:24][CH:25]=1)=[O:15])[CH3:1].[S:42]([C:39]1[CH:40]=[CH:41][C:36]([CH3:46])=[CH:37][CH:38]=1)([O-:45])(=[O:44])=[O:43], predict the reactants needed to synthesize it. The reactants are: [CH3:1][N:2]([CH2:4][C:5]1[C:6]2[CH:7]=[CH:8][CH:9]=[CH:10][C:11]=2[O:12][C:13]=1[C:14]([NH:16][CH2:17][CH2:18][O:19][C:20]1[CH:21]=[CH:22][C:23]([C:26]([NH:28][OH:29])=[O:27])=[CH:24][CH:25]=1)=[O:15])[CH3:3].C(O)(C)C.O.O.[C:36]1([CH3:46])[CH:41]=[CH:40][C:39]([S:42]([OH:45])(=[O:44])=[O:43])=[CH:38][CH:37]=1. (9) Given the product [BrH:11].[Br:11][CH2:9][C:8]([C:6]1[CH:5]=[CH:4][N:3]=[C:2]([Cl:1])[CH:7]=1)=[O:10], predict the reactants needed to synthesize it. The reactants are: [Cl:1][C:2]1[CH:7]=[C:6]([C:8](=[O:10])[CH3:9])[CH:5]=[CH:4][N:3]=1.[BrH:11].BrBr. (10) Given the product [C:1]([C:4]1[CH:5]=[C:6]([CH2:10][CH2:11][C:12]2[C:13]([OH:32])=[CH:14][C:15]([OH:30])=[C:16]([C:18]3[N:22]([C:23]4[CH:28]=[CH:27][CH:26]=[CH:25][C:24]=4[Cl:29])[N:21]=[CH:20][CH:19]=3)[CH:17]=2)[CH:7]=[CH:8][CH:9]=1)([OH:3])=[O:2], predict the reactants needed to synthesize it. The reactants are: [C:1]([C:4]1[CH:5]=[C:6]([CH2:10][CH2:11][C:12]2[C:13]([O:32]C)=[CH:14][C:15]([O:30]C)=[C:16]([C:18]3[N:22]([C:23]4[CH:28]=[CH:27][CH:26]=[CH:25][C:24]=4[Cl:29])[N:21]=[CH:20][CH:19]=3)[CH:17]=2)[CH:7]=[CH:8][CH:9]=1)([OH:3])=[O:2].